From a dataset of Full USPTO retrosynthesis dataset with 1.9M reactions from patents (1976-2016). Predict the reactants needed to synthesize the given product. (1) The reactants are: Cl[C:2]1[CH:11]=[C:10]([CH2:12][O:13][CH3:14])[C:9]2[C:4](=[CH:5][C:6]([Cl:15])=[CH:7][CH:8]=2)[N:3]=1.[CH2:16]([O:18][C:19]1[CH:20]=[C:21]([CH:30]=[CH:31][C:32]=1[O:33][CH3:34])[CH2:22][N:23]1[CH2:28][CH2:27][CH:26]([NH2:29])[CH2:25][CH2:24]1)[CH3:17]. Given the product [Cl:15][C:6]1[CH:5]=[C:4]2[C:9]([C:10]([CH2:12][O:13][CH3:14])=[CH:11][C:2]([NH:29][CH:26]3[CH2:27][CH2:28][N:23]([CH2:22][C:21]4[CH:30]=[CH:31][C:32]([O:33][CH3:34])=[C:19]([O:18][CH2:16][CH3:17])[CH:20]=4)[CH2:24][CH2:25]3)=[N:3]2)=[CH:8][CH:7]=1, predict the reactants needed to synthesize it. (2) Given the product [CH3:1][O:2][C:3](=[O:14])[CH2:4][O:5][C:6]1[CH:11]=[CH:10][C:9]([Cl:12])=[C:8]2[C:7]=1[C:18](=[O:17])[C:19]([CH2:25][C:26]1[CH:31]=[CH:30][C:29]([N:32]3[CH:36]=[CH:35][CH:34]=[N:33]3)=[CH:28][CH:27]=1)=[C:20]([CH:21]([CH3:23])[CH3:22])[NH:13]2, predict the reactants needed to synthesize it. The reactants are: [CH3:1][O:2][C:3](=[O:14])[CH2:4][O:5][C:6]1[CH:11]=[CH:10][C:9]([Cl:12])=[C:8]([NH2:13])[CH:7]=1.C([O:17][C:18](=O)[CH:19]([CH2:25][C:26]1[CH:31]=[CH:30][C:29]([N:32]2[CH:36]=[CH:35][CH:34]=[N:33]2)=[CH:28][CH:27]=1)[C:20](=O)[CH:21]([CH3:23])[CH3:22])C. (3) The reactants are: Br[C:2]1[CH:3]=[CH:4][C:5]([Cl:12])=[C:6]([C:8]([F:11])([F:10])[F:9])[CH:7]=1.[CH:13](=[O:17])[CH:14]([CH3:16])[CH3:15]. Given the product [Cl:12][C:5]1[CH:4]=[CH:3][C:2]([CH:13]([OH:17])[CH:14]([CH3:16])[CH3:15])=[CH:7][C:6]=1[C:8]([F:11])([F:10])[F:9], predict the reactants needed to synthesize it. (4) Given the product [CH3:3][O:4][C:5]1[CH:6]=[C:7]([NH:17][C:18]2[N:33]=[C:21]3[C:22]([C:27]4[CH2:28][CH2:29][N:30]([C:34](=[O:36])[CH3:35])[CH2:31][CH:32]=4)=[CH:23][C:24]([CH3:26])=[CH:25][N:20]3[N:19]=2)[CH:8]=[CH:9][C:10]=1[N:11]1[CH:15]=[C:14]([CH3:16])[N:13]=[CH:12]1, predict the reactants needed to synthesize it. The reactants are: Cl.Cl.[CH3:3][O:4][C:5]1[CH:6]=[C:7]([NH:17][C:18]2[N:33]=[C:21]3[C:22]([C:27]4[CH2:28][CH2:29][NH:30][CH2:31][CH:32]=4)=[CH:23][C:24]([CH3:26])=[CH:25][N:20]3[N:19]=2)[CH:8]=[CH:9][C:10]=1[N:11]1[CH:15]=[C:14]([CH3:16])[N:13]=[CH:12]1.[C:34](Cl)(=[O:36])[CH3:35].C(Cl)Cl. (5) Given the product [Cl:20][C:6]1[CH:5]=[N:4][CH:3]=[C:2]([Cl:1])[C:7]=1[S:8][C:9]1[S:13][C:12]([C:14]([NH:25][CH2:24][CH2:23][O:22][CH3:21])=[O:16])=[CH:11][C:10]=1[N+:17]([O-:19])=[O:18], predict the reactants needed to synthesize it. The reactants are: [Cl:1][C:2]1[CH:3]=[N:4][CH:5]=[C:6]([Cl:20])[C:7]=1[S:8][C:9]1[S:13][C:12]([C:14]([OH:16])=O)=[CH:11][C:10]=1[N+:17]([O-:19])=[O:18].[CH3:21][O:22][CH2:23][CH2:24][NH2:25]. (6) Given the product [OH:41][NH:40][C:28](/[CH:27]=[CH:26]/[C:23]1[CH:24]=[CH:25][C:20](/[CH:19]=[CH:18]/[C:17]([C:14]2[CH:15]=[CH:16][C:11]([N:8]3[CH2:9][CH2:10][N:5]([C:2]([NH2:3])=[O:4])[CH2:6][CH2:7]3)=[CH:12][CH:13]=2)=[O:31])=[CH:21][CH:22]=1)=[O:29], predict the reactants needed to synthesize it. The reactants are: Cl.[C:2]([N:5]1[CH2:10][CH2:9][N:8]([C:11]2[CH:16]=[CH:15][C:14]([C:17](=[O:31])/[CH:18]=[CH:19]/[C:20]3[CH:25]=[CH:24][C:23](/[CH:26]=[CH:27]/[C:28](O)=[O:29])=[CH:22][CH:21]=3)=[CH:13][CH:12]=2)[CH2:7][CH2:6]1)(=[O:4])[NH2:3].C1C=CC2[N:40]([OH:41])N=NC=2C=1.C(Cl)CCl.NOC1CCCCO1. (7) Given the product [CH2:47]([N:36]([CH2:29][C:30]1[CH:31]=[CH:32][CH:33]=[CH:34][CH:35]=1)[C@@H:37]([CH2:40][C:41]1[CH:42]=[CH:43][CH:44]=[CH:45][CH:46]=1)[CH:38]([CH:12]1[N:11]([C:9]([O:8][CH2:1][C:2]2[CH:3]=[CH:4][CH:5]=[CH:6][CH:7]=2)=[O:10])[CH2:16][CH2:15][N:14]([CH3:17])[C:13]1=[O:18])[OH:39])[C:48]1[CH:49]=[CH:50][CH:51]=[CH:52][CH:53]=1, predict the reactants needed to synthesize it. The reactants are: [CH2:1]([O:8][C:9]([N:11]1[CH2:16][CH2:15][N:14]([CH3:17])[C:13](=[O:18])[CH2:12]1)=[O:10])[C:2]1[CH:7]=[CH:6][CH:5]=[CH:4][CH:3]=1.C[Si]([N-][Si](C)(C)C)(C)C.[Li+].[CH2:29]([N:36]([CH2:47][C:48]1[CH:53]=[CH:52][CH:51]=[CH:50][CH:49]=1)[CH:37]([CH2:40][C:41]1[CH:46]=[CH:45][CH:44]=[CH:43][CH:42]=1)[CH:38]=[O:39])[C:30]1[CH:35]=[CH:34][CH:33]=[CH:32][CH:31]=1.